From a dataset of Catalyst prediction with 721,799 reactions and 888 catalyst types from USPTO. Predict which catalyst facilitates the given reaction. (1) Reactant: F[P-](F)(F)(F)(F)F.[N:8]1(O[P+](N(C)C)(N(C)C)N(C)C)C2C=CC=CC=2N=N1.OC1C2N=NNC=2C=CC=1.[Cl-].[NH4+].C(N(C(C)C)CC)(C)C.[C:49]([C:51]1[N:56]=[CH:55][C:54]([C:57]2[C:69]3[C:68]4[C:63](=[CH:64][CH:65]=[CH:66][CH:67]=4)[N:62]([C:70]4[CH:78]=[CH:77][C:73]([C:74](O)=[O:75])=[C:72]([NH:79][CH:80]5[CH2:85][CH2:84][O:83][CH2:82][CH2:81]5)[CH:71]=4)[C:61]=3[CH:60]=[CH:59][CH:58]=2)=[CH:53][CH:52]=1)#[N:50]. Product: [C:49]([C:51]1[N:56]=[CH:55][C:54]([C:57]2[C:69]3[C:68]4[C:63](=[CH:64][CH:65]=[CH:66][CH:67]=4)[N:62]([C:70]4[CH:78]=[CH:77][C:73]([C:74]([NH2:8])=[O:75])=[C:72]([NH:79][CH:80]5[CH2:81][CH2:82][O:83][CH2:84][CH2:85]5)[CH:71]=4)[C:61]=3[CH:60]=[CH:59][CH:58]=2)=[CH:53][CH:52]=1)#[N:50]. The catalyst class is: 35. (2) Reactant: [N:1]1[CH:6]=[CH:5][CH:4]=[C:3]([CH:7]=[C:8]2[C:13](=[O:14])[CH:12]3[CH2:15][CH2:16][N:9]2[CH2:10][CH2:11]3)[CH:2]=1.[ClH:17].[H][H]. Product: [ClH:17].[N:1]1[CH:6]=[CH:5][CH:4]=[C:3]([CH2:7][CH:8]2[C:13](=[O:14])[CH:12]3[CH2:11][CH2:10][N:9]2[CH2:16][CH2:15]3)[CH:2]=1. The catalyst class is: 19.